This data is from Reaction yield outcomes from USPTO patents with 853,638 reactions. The task is: Predict the reaction yield, written as a fraction of the theoretical maximum amount of product (1.0 means a 100% yield; for example, 0.34 means a 34% yield). (1) The reactants are [Cl:1][C:2]1[CH:7]=[CH:6][C:5]([S:8]([NH:11][C@@H:12]2[CH2:16][CH2:15][CH2:14][C@H:13]2[CH2:17][OH:18])(=[O:10])=[O:9])=[CH:4][CH:3]=1.C(=O)([O-])[O-].[Cs+].[Cs+].Br[CH2:26][C:27]1[CH:32]=[CH:31][C:30]([C:33]2[O:34][CH:35]=[CH:36][N:37]=2)=[CH:29][CH:28]=1.ClC1C=CC(S(N(CC2C=CC(C#N)=CC=2)[C@@H]2CCC[C@H]2CO)(=O)=O)=CC=1. No catalyst specified. The product is [Cl:1][C:2]1[CH:7]=[CH:6][C:5]([S:8]([N:11]([C@@H:12]2[CH2:16][CH2:15][CH2:14][C@H:13]2[CH2:17][OH:18])[CH2:26][C:27]2[CH:28]=[CH:29][C:30]([C:33]3[O:34][CH:35]=[CH:36][N:37]=3)=[CH:31][CH:32]=2)(=[O:9])=[O:10])=[CH:4][CH:3]=1. The yield is 0.800. (2) The reactants are [Br:1][C:2]1[CH:7]=[CH:6][C:5]([N:8]2[C:12](=[O:13])[NH:11][N:10]=[C:9]2[CH2:14][C@@H:15]2[CH2:19][CH2:18][N:17](C(OC(C)(C)C)=O)[CH2:16]2)=[CH:4][CH:3]=1.O1CCOCC1.[ClH:33]. No catalyst specified. The product is [ClH:33].[Br:1][C:2]1[CH:7]=[CH:6][C:5]([N:8]2[C:9]([CH2:14][C@@H:15]3[CH2:19][CH2:18][NH:17][CH2:16]3)=[N:10][NH:11][C:12]2=[O:13])=[CH:4][CH:3]=1. The yield is 0.960. (3) The reactants are [CH:1](=O)[C:2]1[CH:7]=[CH:6][CH:5]=[CH:4][CH:3]=1.Cl.[NH2:10][C@H:11]([CH3:16])[C:12]([O:14][CH3:15])=[O:13]. No catalyst specified. The product is [CH2:1]([NH:10][C@@H:11]([CH3:16])[C:12]([O:14][CH3:15])=[O:13])[C:2]1[CH:7]=[CH:6][CH:5]=[CH:4][CH:3]=1. The yield is 0.950.